This data is from Full USPTO retrosynthesis dataset with 1.9M reactions from patents (1976-2016). The task is: Predict the reactants needed to synthesize the given product. (1) Given the product [NH2:17]/[C:3](=[N:4]\[S:5]([C:8]1[CH:13]=[CH:12][C:11]([CH3:14])=[CH:10][CH:9]=1)(=[O:7])=[O:6])/[S:2][CH3:1], predict the reactants needed to synthesize it. The reactants are: [CH3:1][S:2][C:3](SC)=[N:4][S:5]([C:8]1[CH:13]=[CH:12][C:11]([CH3:14])=[CH:10][CH:9]=1)(=[O:7])=[O:6].[NH3:17]. (2) Given the product [C:24]([O:23][C:21](=[O:22])[NH:20][C@H:10]([C:4]1[C:3]([Br:2])=[CH:8][CH:7]=[C:6]([Br:9])[N:5]=1)[CH2:11][C:12]1[CH:17]=[C:16]([F:18])[CH:15]=[C:14]([F:19])[CH:13]=1)([CH3:27])([CH3:26])[CH3:25], predict the reactants needed to synthesize it. The reactants are: Cl.[Br:2][C:3]1[C:4]([C@@H:10]([NH2:20])[CH2:11][C:12]2[CH:17]=[C:16]([F:18])[CH:15]=[C:14]([F:19])[CH:13]=2)=[N:5][C:6]([Br:9])=[CH:7][CH:8]=1.[C:21](O[C:21]([O:23][C:24]([CH3:27])([CH3:26])[CH3:25])=[O:22])([O:23][C:24]([CH3:27])([CH3:26])[CH3:25])=[O:22]. (3) Given the product [NH2:2][CH2:1][CH2:3][O:4][C@@H:5]([C:19]1[CH:20]=[C:21]([CH3:25])[CH:22]=[CH:23][CH:24]=1)[C@@H:6]1[CH2:11][CH2:10][CH2:9][N:8]([C:12]([O:14][C:15]([CH3:18])([CH3:17])[CH3:16])=[O:13])[CH2:7]1, predict the reactants needed to synthesize it. The reactants are: [C:1]([CH2:3][O:4][C@@H:5]([C:19]1[CH:20]=[C:21]([CH3:25])[CH:22]=[CH:23][CH:24]=1)[C@@H:6]1[CH2:11][CH2:10][CH2:9][N:8]([C:12]([O:14][C:15]([CH3:18])([CH3:17])[CH3:16])=[O:13])[CH2:7]1)#[N:2].S(C)C.CO. (4) Given the product [C:23]([O:27][C:28](=[O:42])[C:29]([CH3:41])([O:31][C:32]1[CH:40]=[CH:39][C:35]([C:36]([O:19][CH2:18][C:16]2[N:15]([CH2:20][CH2:21][CH3:22])[N:14]=[C:13]([CH2:6][C:7]3[CH:8]=[CH:9][C:10]([CH3:43])=[CH:11][CH:12]=3)[CH:17]=2)=[O:37])=[CH:34][CH:33]=1)[CH3:30])([CH3:26])([CH3:25])[CH3:24], predict the reactants needed to synthesize it. The reactants are: CCCCC[CH:6]([C:13]1[CH:17]=[C:16]([CH2:18][OH:19])[N:15]([CH2:20][CH2:21][CH3:22])[N:14]=1)[C:7]1[CH:12]=[CH:11][CH:10]=[CH:9][CH:8]=1.[C:23]([O:27][C:28](=[O:42])[C:29]([CH3:41])([O:31][C:32]1[CH:40]=[CH:39][C:35]([C:36](O)=[O:37])=[CH:34][CH:33]=1)[CH3:30])([CH3:26])([CH3:25])[CH3:24].[CH3:43]N(C1C=CC=CN=1)C.Cl.CN(C)CCCN=C=NCC.C(O)(=O)CC(CC(O)=O)(C(O)=O)O. (5) The reactants are: [C:1]([NH:5][C:6]1[CH:23]=[CH:22][C:9]2[CH2:10][CH2:11][N:12]([C:15]([O:17][C:18]([CH3:21])([CH3:20])[CH3:19])=[O:16])[CH2:13][CH2:14][C:8]=2[CH:7]=1)(=[S:4])[CH2:2][CH3:3].[OH-].[Na+]. Given the product [CH2:2]([C:1]1[S:4][C:7]2[C:8]3[CH2:14][CH2:13][N:12]([C:15]([O:17][C:18]([CH3:19])([CH3:21])[CH3:20])=[O:16])[CH2:11][CH2:10][C:9]=3[CH:22]=[CH:23][C:6]=2[N:5]=1)[CH3:3], predict the reactants needed to synthesize it. (6) The reactants are: [CH3:1][N:2]([CH2:4][CH2:5]/[CH:6]=[C:7]1/[C:8]2[CH:9]=[CH:10][CH:11]=[CH:12][C:13]=2[CH2:14][O:15][C:16]2[CH:21]=[CH:20][C:19]([CH2:22][C:23]([OH:25])=[O:24])=[CH:18][C:17]/1=2)[CH3:3].Cl.[C:27](Cl)(=O)C.C([O-])(O)=O.[Na+]. Given the product [CH3:27][O:24][C:23](=[O:25])[CH2:22][C:19]1[CH:20]=[CH:21][C:16]2[O:15][CH2:14][C:13]3[CH:12]=[CH:11][CH:10]=[CH:9][C:8]=3/[C:7](=[CH:6]/[CH2:5][CH2:4][N:2]([CH3:3])[CH3:1])/[C:17]=2[CH:18]=1, predict the reactants needed to synthesize it.